From a dataset of Peptide-MHC class I binding affinity with 185,985 pairs from IEDB/IMGT. Regression. Given a peptide amino acid sequence and an MHC pseudo amino acid sequence, predict their binding affinity value. This is MHC class I binding data. (1) The peptide sequence is RYQRMTGGY. The MHC is HLA-A30:01 with pseudo-sequence HLA-A30:01. The binding affinity (normalized) is 0.283. (2) The peptide sequence is RYPGVMYAF. The MHC is HLA-A31:01 with pseudo-sequence HLA-A31:01. The binding affinity (normalized) is 0.556. (3) The peptide sequence is EEDEGEELF. The MHC is HLA-A26:03 with pseudo-sequence HLA-A26:03. The binding affinity (normalized) is 0.0847. (4) The peptide sequence is IITSTKTIEY. The MHC is HLA-A31:01 with pseudo-sequence HLA-A31:01. The binding affinity (normalized) is 0.187. (5) The peptide sequence is LEKWNLGII. The MHC is HLA-A26:01 with pseudo-sequence HLA-A26:01. The binding affinity (normalized) is 0.0847. (6) The peptide sequence is RLFFKCIYR. The MHC is HLA-B44:02 with pseudo-sequence HLA-B44:02. The binding affinity (normalized) is 0.0847. (7) The binding affinity (normalized) is 0.646. The MHC is HLA-A03:01 with pseudo-sequence HLA-A03:01. The peptide sequence is KVGHVGLYR.